Task: Predict the product of the given reaction.. Dataset: Forward reaction prediction with 1.9M reactions from USPTO patents (1976-2016) Given the reactants [CH3:1][O:2][C:3]([CH:5]1[CH2:8][N:7]([C:9]2[CH:14]=[CH:13][C:12]([CH:15]=[N:16][OH:17])=[CH:11][CH:10]=2)[CH2:6]1)=[O:4].[Cl:18]N1C(=O)CCC1=O.C(=O)([O-])O.[K+].[Cl:31][C:32]1[CH:37]=[C:36]([C:38]([C:40]([F:43])([F:42])[F:41])=[CH2:39])[CH:35]=[C:34]([Cl:44])[C:33]=1[Cl:45], predict the reaction product. The product is: [CH3:1][O:2][C:3]([CH:5]1[CH2:8][N:7]([C:9]2[CH:14]=[CH:13][C:12]([C:15]3[CH2:39][C:38]([C:36]4[CH:37]=[C:32]([Cl:31])[C:33]([Cl:45])=[C:34]([Cl:44])[CH:35]=4)([C:40]([F:42])([F:43])[F:41])[O:17][N:16]=3)=[CH:11][C:10]=2[Cl:18])[CH2:6]1)=[O:4].